This data is from Full USPTO retrosynthesis dataset with 1.9M reactions from patents (1976-2016). The task is: Predict the reactants needed to synthesize the given product. (1) Given the product [NH2:3][O:12][CH:13]([C:19]1[CH:24]=[CH:23][CH:22]=[CH:21][CH:20]=1)[CH2:14][NH:15][C:16](=[O:18])[CH3:17], predict the reactants needed to synthesize it. The reactants are: O=C1C2C(=CC=CC=2)C(=O)[N:3]1[O:12][CH:13]([C:19]1[CH:24]=[CH:23][CH:22]=[CH:21][CH:20]=1)[CH2:14][NH:15][C:16](=[O:18])[CH3:17].CNN. (2) The reactants are: [C:1]([C:3]1[C:11]([O:12][CH3:13])=[CH:10][CH:9]=[C:8]([F:14])[C:4]=1C(O)=O)#[N:2].CC[N:17](CC)CC.C1C=CC(P(N=[N+]=[N-])(C2C=CC=CC=2)=O)=CC=1.O. Given the product [NH2:17][C:4]1[C:8]([F:14])=[CH:9][CH:10]=[C:11]([O:12][CH3:13])[C:3]=1[C:1]#[N:2], predict the reactants needed to synthesize it. (3) Given the product [C:2]1([C:8]2[CH:13]=[CH:12][CH:11]=[CH:10][CH:9]=2)[CH:7]=[CH:6][CH:5]=[CH:4][CH:3]=1, predict the reactants needed to synthesize it. The reactants are: Cl[C:2]1[CH:7]=[CH:6][CH:5]=[CH:4][CH:3]=1.[C:8]1(B(O)O)[CH:13]=[CH:12][CH:11]=[CH:10][CH:9]=1.[F-].[K+]. (4) Given the product [C:9]1([C:15]2[CH2:16][CH:17]([C:1]3[CH:6]=[CH:5][CH:4]=[CH:3][CH:2]=3)[C:18](=[O:21])[NH:19][N:20]=2)[CH:10]=[CH:11][CH:12]=[CH:13][CH:14]=1, predict the reactants needed to synthesize it. The reactants are: [C:1]1([Mg]Br)[CH:6]=[CH:5][CH:4]=[CH:3][CH:2]=1.[C:9]1([C:15]2[CH:16]=[CH:17][C:18](=[O:21])[NH:19][N:20]=2)[CH:14]=[CH:13][CH:12]=[CH:11][CH:10]=1.[Cl-].[NH4+].